Regression. Given two drug SMILES strings and cell line genomic features, predict the synergy score measuring deviation from expected non-interaction effect. From a dataset of NCI-60 drug combinations with 297,098 pairs across 59 cell lines. (1) Drug 1: C1CN(CCN1C(=O)CCBr)C(=O)CCBr. Drug 2: CC(C)NC(=O)C1=CC=C(C=C1)CNNC.Cl. Cell line: SF-295. Synergy scores: CSS=20.4, Synergy_ZIP=0.619, Synergy_Bliss=3.11, Synergy_Loewe=-12.1, Synergy_HSA=0.972. (2) Drug 1: C1=CC=C(C=C1)NC(=O)CCCCCCC(=O)NO. Drug 2: CCC1(C2=C(COC1=O)C(=O)N3CC4=CC5=C(C=CC(=C5CN(C)C)O)N=C4C3=C2)O.Cl. Cell line: SF-295. Synergy scores: CSS=57.2, Synergy_ZIP=-2.69, Synergy_Bliss=-2.84, Synergy_Loewe=-14.5, Synergy_HSA=0.158. (3) Drug 2: CC1=C(C=C(C=C1)NC2=NC=CC(=N2)N(C)C3=CC4=NN(C(=C4C=C3)C)C)S(=O)(=O)N.Cl. Cell line: NCI-H322M. Drug 1: CC12CCC(CC1=CCC3C2CCC4(C3CC=C4C5=CN=CC=C5)C)O. Synergy scores: CSS=1.75, Synergy_ZIP=1.41, Synergy_Bliss=5.21, Synergy_Loewe=2.30, Synergy_HSA=3.06. (4) Drug 1: C1CCC(CC1)NC(=O)N(CCCl)N=O. Drug 2: C1=C(C(=O)NC(=O)N1)N(CCCl)CCCl. Cell line: T-47D. Synergy scores: CSS=17.4, Synergy_ZIP=-6.34, Synergy_Bliss=0.240, Synergy_Loewe=-9.07, Synergy_HSA=1.19. (5) Drug 1: CC(C)(C#N)C1=CC(=CC(=C1)CN2C=NC=N2)C(C)(C)C#N. Drug 2: CC1=C2C(C(=O)C3(C(CC4C(C3C(C(C2(C)C)(CC1OC(=O)C(C(C5=CC=CC=C5)NC(=O)OC(C)(C)C)O)O)OC(=O)C6=CC=CC=C6)(CO4)OC(=O)C)O)C)O. Cell line: HL-60(TB). Synergy scores: CSS=8.04, Synergy_ZIP=-2.56, Synergy_Bliss=-1.10, Synergy_Loewe=0.326, Synergy_HSA=0.979. (6) Drug 1: C1CN1C2=NC(=NC(=N2)N3CC3)N4CC4. Drug 2: CC1C(C(CC(O1)OC2CC(CC3=C2C(=C4C(=C3O)C(=O)C5=CC=CC=C5C4=O)O)(C(=O)C)O)N)O. Cell line: HCT-15. Synergy scores: CSS=37.1, Synergy_ZIP=-4.52, Synergy_Bliss=-0.923, Synergy_Loewe=-11.9, Synergy_HSA=2.20.